From a dataset of NCI-60 drug combinations with 297,098 pairs across 59 cell lines. Regression. Given two drug SMILES strings and cell line genomic features, predict the synergy score measuring deviation from expected non-interaction effect. (1) Drug 1: CCCCC(=O)OCC(=O)C1(CC(C2=C(C1)C(=C3C(=C2O)C(=O)C4=C(C3=O)C=CC=C4OC)O)OC5CC(C(C(O5)C)O)NC(=O)C(F)(F)F)O. Drug 2: CC1C(C(CC(O1)OC2CC(CC3=C2C(=C4C(=C3O)C(=O)C5=CC=CC=C5C4=O)O)(C(=O)C)O)N)O. Cell line: RXF 393. Synergy scores: CSS=51.9, Synergy_ZIP=-0.0492, Synergy_Bliss=1.25, Synergy_Loewe=1.98, Synergy_HSA=3.24. (2) Drug 1: CC1=C2C(C(=O)C3(C(CC4C(C3C(C(C2(C)C)(CC1OC(=O)C(C(C5=CC=CC=C5)NC(=O)OC(C)(C)C)O)O)OC(=O)C6=CC=CC=C6)(CO4)OC(=O)C)OC)C)OC. Drug 2: CC1=C(C(=CC=C1)Cl)NC(=O)C2=CN=C(S2)NC3=CC(=NC(=N3)C)N4CCN(CC4)CCO. Cell line: COLO 205. Synergy scores: CSS=31.2, Synergy_ZIP=0.411, Synergy_Bliss=-7.68, Synergy_Loewe=-33.8, Synergy_HSA=-8.06. (3) Drug 1: COC1=C(C=C2C(=C1)N=CN=C2NC3=CC(=C(C=C3)F)Cl)OCCCN4CCOCC4. Drug 2: CN1C(=O)N2C=NC(=C2N=N1)C(=O)N. Cell line: NCIH23. Synergy scores: CSS=14.3, Synergy_ZIP=0.800, Synergy_Bliss=3.73, Synergy_Loewe=-10.4, Synergy_HSA=1.98.